From a dataset of NCI-60 drug combinations with 297,098 pairs across 59 cell lines. Regression. Given two drug SMILES strings and cell line genomic features, predict the synergy score measuring deviation from expected non-interaction effect. (1) Drug 1: CS(=O)(=O)C1=CC(=C(C=C1)C(=O)NC2=CC(=C(C=C2)Cl)C3=CC=CC=N3)Cl. Drug 2: CC1=C2C(C(=O)C3(C(CC4C(C3C(C(C2(C)C)(CC1OC(=O)C(C(C5=CC=CC=C5)NC(=O)OC(C)(C)C)O)O)OC(=O)C6=CC=CC=C6)(CO4)OC(=O)C)OC)C)OC. Cell line: K-562. Synergy scores: CSS=76.7, Synergy_ZIP=13.0, Synergy_Bliss=12.0, Synergy_Loewe=-3.86, Synergy_HSA=13.6. (2) Drug 1: C1=CC(=CC=C1CCCC(=O)O)N(CCCl)CCCl. Drug 2: CC1C(C(CC(O1)OC2CC(OC(C2O)C)OC3=CC4=CC5=C(C(=O)C(C(C5)C(C(=O)C(C(C)O)O)OC)OC6CC(C(C(O6)C)O)OC7CC(C(C(O7)C)O)OC8CC(C(C(O8)C)O)(C)O)C(=C4C(=C3C)O)O)O)O. Cell line: OVCAR-4. Synergy scores: CSS=24.9, Synergy_ZIP=11.2, Synergy_Bliss=14.8, Synergy_Loewe=-62.1, Synergy_HSA=14.2. (3) Drug 1: CC(C)(C1=NC(=CC=C1)N2C3=NC(=NC=C3C(=O)N2CC=C)NC4=CC=C(C=C4)N5CCN(CC5)C)O. Drug 2: B(C(CC(C)C)NC(=O)C(CC1=CC=CC=C1)NC(=O)C2=NC=CN=C2)(O)O. Cell line: SK-OV-3. Synergy scores: CSS=56.5, Synergy_ZIP=-0.307, Synergy_Bliss=0.0996, Synergy_Loewe=-16.1, Synergy_HSA=2.94.